Predict which catalyst facilitates the given reaction. From a dataset of Catalyst prediction with 721,799 reactions and 888 catalyst types from USPTO. (1) Reactant: [NH2:1][C:2]1[C:10]2[C:5](=[N:6][CH:7]=[CH:8][N:9]=2)[S:4][C:3]=1[C:11]([O:13][CH2:14][CH3:15])=[O:12].[F:16][C:17]([F:28])([F:27])[C:18](O[C:18](=[O:19])[C:17]([F:28])([F:27])[F:16])=[O:19]. Product: [F:16][C:17]([F:28])([F:27])[C:18]([NH:1][C:2]1[C:10]2[C:5](=[N:6][CH:7]=[CH:8][N:9]=2)[S:4][C:3]=1[C:11]([O:13][CH2:14][CH3:15])=[O:12])=[O:19]. The catalyst class is: 1. (2) Reactant: Cl[C:2]([O:4][C:5]1[CH:10]=[CH:9][CH:8]=[CH:7]C=1)=O.N[C:12]1SC(Br)=NN=1. Product: [CH3:10][CH2:5][O:4][CH2:2][CH3:12].[CH3:5][CH2:10][CH2:9][CH:8]([CH3:7])[CH3:12]. The catalyst class is: 202. (3) Reactant: [NH2:1][C:2]1[C:3]2[N:4]([C:8]([C@H:24]3[CH2:29][CH2:28][C@H:27]([CH2:30]OS(C4C=CC(C)=CC=4)(=O)=O)[CH2:26][CH2:25]3)=[N:9][C:10]=2[C:11]2[CH:16]=[CH:15][C:14]([O:17][C:18]3[CH:23]=[CH:22][CH:21]=[CH:20][CH:19]=3)=[CH:13][CH:12]=2)[CH:5]=[CH:6][N:7]=1.[CH3:42][NH2:43]. Product: [CH3:42][NH:43][CH2:30][C@H:27]1[CH2:28][CH2:29][C@H:24]([C:8]2[N:4]3[CH:5]=[CH:6][N:7]=[C:2]([NH2:1])[C:3]3=[C:10]([C:11]3[CH:12]=[CH:13][C:14]([O:17][C:18]4[CH:19]=[CH:20][CH:21]=[CH:22][CH:23]=4)=[CH:15][CH:16]=3)[N:9]=2)[CH2:25][CH2:26]1. The catalyst class is: 5. (4) Reactant: C(O[C:5](=[O:7])[CH3:6])(=O)C.C(O)(=O)C.[NH2:12][C:13]1[N:18]([CH2:19][C:20]2[CH:25]=[CH:24][C:23]([NH2:26])=[CH:22][CH:21]=2)[C:17](=[O:27])[N:16]([CH3:28])[C:15](=[O:29])[CH:14]=1. Product: [NH2:12][C:13]1[N:18]([CH2:19][C:20]2[CH:25]=[CH:24][C:23]([NH:26][C:5](=[O:7])[CH3:6])=[CH:22][CH:21]=2)[C:17](=[O:27])[N:16]([CH3:28])[C:15](=[O:29])[CH:14]=1. The catalyst class is: 17. (5) Reactant: [CH2:1]([O:8][C:9]([N:11]1[CH2:15][CH2:14][CH2:13][C@@H:12]1COS(C1C=CC(C)=CC=1)(=O)=O)=[O:10])[C:2]1[CH:7]=[CH:6][CH:5]=[CH:4][CH:3]=1.O.O.O.[F-:31].C([N+](CCCC)(CCCC)CCCC)CCC.O.C(OCC)(=O)C. Product: [CH2:1]([O:8][C:9]([N:11]1[CH2:15][CH2:14][CH2:13][C@H:12]1[F:31])=[O:10])[C:2]1[CH:7]=[CH:6][CH:5]=[CH:4][CH:3]=1. The catalyst class is: 10. (6) Reactant: Br[C:2]1[C:11]2[C:6](=[CH:7][CH:8]=[CH:9][CH:10]=2)[C:5]([C:12]#[N:13])=[CH:4][CH:3]=1.[CH3:14][O:15][C:16]([C@H:18]1[C@@H:25]([O:26][C:27]([C:29]2[CH:34]=[CH:33][CH:32]=[CH:31][CH:30]=2)=[O:28])[CH2:24][C@H:22]2[NH:23][C@@H:19]1[CH2:20][CH2:21]2)=[O:17].C1C=CC(P(C2C(C3C(P(C4C=CC=CC=4)C4C=CC=CC=4)=CC=C4C=3C=CC=C4)=C3C(C=CC=C3)=CC=2)C2C=CC=CC=2)=CC=1.C(=O)([O-])[O-].[Cs+].[Cs+]. Product: [CH3:14][O:15][C:16]([C@H:18]1[C@@H:25]([O:26][C:27](=[O:28])[C:29]2[CH:30]=[CH:31][CH:32]=[CH:33][CH:34]=2)[CH2:24][C@H:22]2[N:23]([C:2]3[C:11]4[C:6](=[CH:7][CH:8]=[CH:9][CH:10]=4)[C:5]([C:12]#[N:13])=[CH:4][CH:3]=3)[C@@H:19]1[CH2:20][CH2:21]2)=[O:17]. The catalyst class is: 187. (7) Reactant: [N+:1]([C:4]1[CH:9]=[CH:8][C:7]([C:10]2[S:11][C:12]3[CH:18]=[CH:17][CH:16]=[CH:15][C:13]=3[N:14]=2)=[CH:6][CH:5]=1)([O-:3])=[O:2].[N+:19]([O-])([OH:21])=[O:20].O. Product: [N+:19]([C:17]1[CH:16]=[CH:15][C:13]2[N:14]=[C:10]([C:7]3[CH:6]=[CH:5][C:4]([N+:1]([O-:3])=[O:2])=[CH:9][CH:8]=3)[S:11][C:12]=2[CH:18]=1)([O-:21])=[O:20]. The catalyst class is: 82. (8) The catalyst class is: 43. Reactant: Cl[C:2]1[S:6][C:5]([CH2:7][C@H:8]2[CH2:12][NH:11][C@H:10]([C:13]([NH:15][C:16]3[CH:21]=[CH:20][C:19]([O:22][C:23]4[CH:28]=[CH:27][C:26]([F:29])=[CH:25][CH:24]=4)=[CH:18][CH:17]=3)=[O:14])[CH2:9]2)=[CH:4][CH:3]=1.C([O-])=O.[NH4+]. Product: [F:29][C:26]1[CH:25]=[CH:24][C:23]([O:22][C:19]2[CH:18]=[CH:17][C:16]([NH:15][C:13]([C@@H:10]3[CH2:9][C@@H:8]([CH2:7][C:5]4[S:6][CH:2]=[CH:3][CH:4]=4)[CH2:12][NH:11]3)=[O:14])=[CH:21][CH:20]=2)=[CH:28][CH:27]=1. (9) Reactant: [ClH:1].[NH2:2][C:3]1[N:8]=[C:7]([S:9][CH3:10])[N:6]=[C:5]([N:11]2[CH2:16][CH2:15][CH:14]([NH:17]C(=O)OC(C)(C)C)[CH2:13][CH2:12]2)[CH:4]=1. Product: [ClH:1].[NH2:17][CH:14]1[CH2:15][CH2:16][N:11]([C:5]2[N:6]=[C:7]([S:9][CH3:10])[N:8]=[C:3]([NH2:2])[CH:4]=2)[CH2:12][CH2:13]1. The catalyst class is: 12. (10) Reactant: [OH:1][C:2]1([C@H:13]([NH:15][C:16](=[O:22])[O:17][C:18]([CH3:21])([CH3:20])[CH3:19])[CH3:14])[CH2:5][N:4](CC2C=CC=CC=2)[CH2:3]1.[H][H]. Product: [OH:1][C:2]1([C@H:13]([NH:15][C:16](=[O:22])[O:17][C:18]([CH3:21])([CH3:20])[CH3:19])[CH3:14])[CH2:3][NH:4][CH2:5]1. The catalyst class is: 19.